This data is from Reaction yield outcomes from USPTO patents with 853,638 reactions. The task is: Predict the reaction yield, written as a fraction of the theoretical maximum amount of product (1.0 means a 100% yield; for example, 0.34 means a 34% yield). (1) The reactants are C(OC([NH:8][CH2:9][CH2:10][O:11][C:12]1[C:20]([CH:21]([OH:23])[CH3:22])=[CH:19][C:18]([Cl:24])=[C:17]([CH3:25])[C:13]=1[C:14](O)=[O:15])=O)(C)(C)C.O.ON1C2C=CC=CC=2N=N1.C(N(CC)C(C)C)(C)C.F[P-](F)(F)(F)(F)F.N1(O[P+](N(C)C)(N(C)C)N(C)C)C2C=CC=CC=2N=N1. The catalyst is Cl.O1CCOCC1.C(OCC)(=O)C.CN(C)C=O. The product is [Cl:24][C:18]1[CH:19]=[C:20]([CH:21]([OH:23])[CH3:22])[C:12]2[O:11][CH2:10][CH2:9][NH:8][C:14](=[O:15])[C:13]=2[C:17]=1[CH3:25]. The yield is 0.760. (2) The reactants are [N:1]1[C:9]2[C:4](=[N:5][CH:6]=[CH:7][CH:8]=2)[NH:3][C:2]=1[C:10]1[C:11]([O:20][CH3:21])=[CH:12][C:13]([O:18][CH3:19])=[C:14]([CH:17]=1)[CH:15]=O.[C:22]([C:25]1[CH:33]=[CH:32][C:28]([C:29]([OH:31])=[O:30])=[CH:27][CH:26]=1)(=[O:24])[CH3:23]. No catalyst specified. The product is [N:1]1[C:9]2[C:4](=[N:5][CH:6]=[CH:7][CH:8]=2)[NH:3][C:2]=1[C:10]1[C:11]([O:20][CH3:21])=[CH:12][C:13]([O:18][CH3:19])=[C:14](/[CH:15]=[CH:23]/[C:22]([C:25]2[CH:33]=[CH:32][C:28]([C:29]([OH:31])=[O:30])=[CH:27][CH:26]=2)=[O:24])[CH:17]=1. The yield is 0.600. (3) The reactants are [CH2:1]([C:3]1[S:18][C:6]2[NH:7][C:8](=[O:17])[N:9]([CH2:12][C:13]([O:15][CH3:16])=[O:14])[C:10](=[O:11])[C:5]=2[CH:4]=1)[CH3:2].Br[CH2:20][C:21]1[CH:26]=[CH:25][C:24]([C:27]2[C:28]([C:33]#[N:34])=[CH:29][CH:30]=[CH:31][CH:32]=2)=[CH:23][CH:22]=1.C(=O)([O-])[O-].[K+].[K+]. The catalyst is C(#N)C. The product is [C:33]([C:28]1[CH:29]=[CH:30][CH:31]=[CH:32][C:27]=1[C:24]1[CH:23]=[CH:22][C:21]([CH2:20][N:7]2[C:6]3[S:18][C:3]([CH2:1][CH3:2])=[CH:4][C:5]=3[C:10](=[O:11])[N:9]([CH2:12][C:13]([O:15][CH3:16])=[O:14])[C:8]2=[O:17])=[CH:26][CH:25]=1)#[N:34]. The yield is 0.570. (4) The reactants are C(=O)([O-])[O-].[K+].[K+].[CH2:7]([SH:10])[CH2:8][CH3:9].CN1CCCC1=O.F[C:19]1[CH:24]=[CH:23][C:22]([F:25])=[CH:21][C:20]=1[N+:26]([O-:28])=[O:27]. The catalyst is O. The product is [F:25][C:22]1[CH:23]=[CH:24][C:19]([S:10][CH2:7][CH2:8][CH3:9])=[C:20]([N+:26]([O-:28])=[O:27])[CH:21]=1. The yield is 0.990. (5) The reactants are C1C=CC(P(N=[N+]=[N-])(C2C=CC=CC=2)=[O:8])=CC=1.[S:18]1[CH:22]=[C:21](C(O)=O)[N:20]=[CH:19]1.C([N:28]([CH2:31]C)CC)C.[C:33]([OH:37])([CH3:36])([CH3:35])[CH3:34]. No catalyst specified. The product is [S:18]1[CH:22]=[C:21]([NH:28][C:31](=[O:8])[O:37][C:33]([CH3:36])([CH3:35])[CH3:34])[N:20]=[CH:19]1. The yield is 0.606. (6) The reactants are [C:1]([C:3]1[CH:8]=[CH:7][C:6]([CH:9]([CH2:13][CH:14]2[CH2:18][CH2:17][CH2:16][CH2:15]2)[C:10]([OH:12])=O)=[CH:5][CH:4]=1)#[N:2].C(Cl)(=O)C(Cl)=O.[NH2:25][C:26]1[S:27][CH:28]=[CH:29][N:30]=1.C(N(CC)C(C)C)(C)C. The catalyst is C(Cl)Cl.CN(C)C=O.O1CCCC1. The product is [C:1]([C:3]1[CH:4]=[CH:5][C:6]([CH:9]([CH2:13][CH:14]2[CH2:18][CH2:17][CH2:16][CH2:15]2)[C:10]([NH:25][C:26]2[S:27][CH:28]=[CH:29][N:30]=2)=[O:12])=[CH:7][CH:8]=1)#[N:2]. The yield is 1.00. (7) The reactants are [CH3:1][O:2][C:3]1[C:4](=[O:19])[C:5]([C:15]([O:17]C)=[O:16])=[N:6][N:7]([C:9]2[CH:14]=[CH:13][N:12]=[CH:11][CH:10]=2)[CH:8]=1.[OH-].[Na+]. The catalyst is CO.C1COCC1. The product is [CH3:1][O:2][C:3]1[C:4](=[O:19])[C:5]([C:15]([OH:17])=[O:16])=[N:6][N:7]([C:9]2[CH:14]=[CH:13][N:12]=[CH:11][CH:10]=2)[CH:8]=1. The yield is 0.990. (8) The reactants are Cl[C:2]1[N:7]=[C:6]([CH:8]([CH:11]2[N:15]([CH:16]3[CH2:19][CH2:18][CH2:17]3)[C:14]3[CH:20]=[CH:21][CH:22]=[CH:23][C:13]=3[NH:12]2)[C:9]#[N:10])[CH:5]=[CH:4][N:3]=1.[NH2:24][CH2:25][CH2:26][CH2:27][N:28]1[CH2:32][CH2:31][CH2:30][C:29]1=[O:33]. No catalyst specified. The product is [CH:16]1([N:15]2[C:14]3[CH:20]=[CH:21][CH:22]=[CH:23][C:13]=3[NH:12]/[C:11]/2=[C:8](\[C:6]2[CH:5]=[CH:4][N:3]=[C:2]([NH:24][CH2:25][CH2:26][CH2:27][N:28]3[CH2:32][CH2:31][CH2:30][C:29]3=[O:33])[N:7]=2)/[C:9]#[N:10])[CH2:19][CH2:18][CH2:17]1. The yield is 0.770. (9) The reactants are [C:1]([O:5][C:6](=[O:35])[NH:7][C:8]1([C:12]2[CH:17]=[CH:16][C:15]([C:18]3[C:19]([C:29]4[CH:34]=[CH:33][CH:32]=[CH:31][CH:30]=4)=[CH:20][C:21]4[NH:26][C:25](=S)[CH2:24][O:23][C:22]=4[N:28]=3)=[CH:14][CH:13]=2)[CH2:11][CH2:10][CH2:9]1)([CH3:4])([CH3:3])[CH3:2].[F:36][C:37]([F:44])([F:43])[CH2:38][C:39]([NH:41][NH2:42])=O. The catalyst is CC1C=CC(C)=CC=1. The product is [C:29]1([C:19]2[C:18]([C:15]3[CH:16]=[CH:17][C:12]([C:8]4([NH:7][C:6](=[O:35])[O:5][C:1]([CH3:4])([CH3:3])[CH3:2])[CH2:11][CH2:10][CH2:9]4)=[CH:13][CH:14]=3)=[N:28][C:22]3[O:23][CH2:24][C:25]4[N:26]([C:39]([CH2:38][C:37]([F:44])([F:43])[F:36])=[N:41][N:42]=4)[C:21]=3[CH:20]=2)[CH:34]=[CH:33][CH:32]=[CH:31][CH:30]=1. The yield is 0.130.